Dataset: Catalyst prediction with 721,799 reactions and 888 catalyst types from USPTO. Task: Predict which catalyst facilitates the given reaction. (1) Reactant: C([O:3][C:4](=[O:30])/[C:5](/[CH3:29])=[CH:6]/[C@H:7]([NH:21][C:22]([O:24][C:25]([CH3:28])([CH3:27])[CH3:26])=[O:23])[CH2:8][C:9]1[CH:14]=[CH:13][C:12]([C:15]2[CH:20]=[CH:19][CH:18]=[CH:17][CH:16]=2)=[CH:11][CH:10]=1)C.[OH-].[Li+]. Product: [C:12]1([C:15]2[CH:16]=[CH:17][CH:18]=[CH:19][CH:20]=2)[CH:11]=[CH:10][C:9]([CH2:8][C@@H:7]([NH:21][C:22]([O:24][C:25]([CH3:28])([CH3:26])[CH3:27])=[O:23])/[CH:6]=[C:5](\[CH3:29])/[C:4]([OH:30])=[O:3])=[CH:14][CH:13]=1. The catalyst class is: 8. (2) Reactant: [F:1][C:2]1[CH:3]=[CH:4][C:5]([O:19][CH2:20][C:21]([OH:23])=O)=[C:6]([C:8]2[CH:13]=[CH:12][CH:11]=[CH:10][C:9]=2[O:14][C:15]([F:18])([F:17])[F:16])[CH:7]=1.[CH:24]([NH:27][NH:28][C:29]([C:31]1[CH:35]=[CH:34][O:33][CH:32]=1)=[O:30])([CH3:26])[CH3:25].C(NC(C)C)(C)C.C1CN([P+](Br)(N2CCCC2)N2CCCC2)CC1.F[P-](F)(F)(F)(F)F. Product: [F:1][C:2]1[CH:3]=[CH:4][C:5]([O:19][CH2:20][C:21]([N:27]([CH:24]([CH3:26])[CH3:25])[NH:28][C:29]([C:31]2[CH:35]=[CH:34][O:33][CH:32]=2)=[O:30])=[O:23])=[C:6]([C:8]2[CH:13]=[CH:12][CH:11]=[CH:10][C:9]=2[O:14][C:15]([F:16])([F:18])[F:17])[CH:7]=1. The catalyst class is: 3.